From a dataset of Catalyst prediction with 721,799 reactions and 888 catalyst types from USPTO. Predict which catalyst facilitates the given reaction. Reactant: C(OC([N:8]1[CH2:13][CH2:12][CH:11]([CH:14]([C:16]2[N:20]3[N:21]=[CH:22][CH:23]=[CH:24][C:19]3=[C:18]([C:25]([O:27][CH2:28][CH3:29])=[O:26])[C:17]=2[Cl:30])[CH3:15])[CH2:10][CH2:9]1)=O)(C)(C)C. Product: [Cl:30][C:17]1[C:18]([C:25]([O:27][CH2:28][CH3:29])=[O:26])=[C:19]2[CH:24]=[CH:23][CH:22]=[N:21][N:20]2[C:16]=1[CH:14]([CH:11]1[CH2:12][CH2:13][NH:8][CH2:9][CH2:10]1)[CH3:15]. The catalyst class is: 209.